From a dataset of Human Reference Interactome with 51,813 positive PPI pairs across 8,248 proteins, plus equal number of experimentally-validated negative pairs. Binary Classification. Given two protein amino acid sequences, predict whether they physically interact or not. (1) Protein 1 (ENSG00000149923) has sequence MAEISDLDRQIEQLRRCELIKESEVKALCAKAREILVEESNVQRVDSPVTVCGDIHGQFYDLKELFRVGGDVPETNYLFMGDFVDRGFYSVETFLLLLALKVRYPDRITLIRGNHESRQITQVYGFYDECLRKYGSVTVWRYCTEIFDYLSLSAIIDGKIFCVHGGLSPSIQTLDQIRTIDRKQEVPHDGPMCDLLWSDPEDTTGWGVSPRGAGYLFGSDVVAQFNAANDIDMICRAHQLVMEGYKWHFNETVLTVWSAPNYCYRCGNVAAILELDEHLQKDFIIFEAAPQETRGIPSKK.... Protein 2 (ENSG00000083844) has sequence MAAAVLTDRAQVSVTFDDVAVTFTKEEWGQLDLAQRTLYQEVMLENCGLLVSLGCPVPKAELICHLEHGQEPWTRKEDLSQDTCPGDKGKPKTTEPTTCEPALSEGISLQGQVTQGNSVDSQLGQAEDQDGLSEMQEGHFRPGIDPQEKSPGKMSPECDGLGTADGVCSRIGQEQVSPGDRVRSHNSCESGKDPMIQEEENNFKCSECGKVFNKKHLLAGHEKIHSGVKPYECTECGKTFIKSTHLLQHHMIHTGERPYECMECGKAFNRKSYLTQHQRIHSGEKPYKCNECGKAFTHRS.... Result: 0 (the proteins do not interact). (2) Protein 1 (ENSG00000166926) has sequence MTSQPISNETIIMLPSNVINFSQAEKPEPTNQGQDSLKKRLQAKVKVIGVHSSLAGSILSALSALVGFILLSVNPAALNPASLQCKLDEKDIPTRLLLSYDYHSPYTMDCHRAKASLAGTLSLMLVSTVLEFCLAVLTAVLQWKQTV*EPTNQGQDSLKKRLQAKVKVIGSLLKKLYCMKGGEKEGIYLGLGGKHRVLVSRIASALM*KPEPTNQGQDSLKKRLQAKVKVIGVHSSLAGSILSALSALVGFILLSVNPAALNPASLQCKLDEKDIPTRLLLSYDYHSPYTMDCHRAKASL.... Protein 2 (ENSG00000168582) has sequence MGKITFYEDRDFQGRCYNCISDCPNLRVYFSRCNSIRVDSGCWMLYERPNYQGHQYFLRRGKYPDYQHWMGLSDSVQSCRIIPHTSSHKLRLYERDDYRGLMSELTDDCACVPELFRLPEIYSLHVLEGCWVLYEMPNYRGRQYLLRPGDYRRYHDWGGADAKVGSLRRVTDLY*. Result: 0 (the proteins do not interact). (3) Result: 0 (the proteins do not interact). Protein 1 (ENSG00000101546) has sequence MWAAAGGLWRSRAGLRALFRSRDAALFPGCERGLHCSAVSCKNWLKKFASKTKKKVWYESPSLGSHSTYKPSKLEFLMRSTSKKTRKEDHARLRALNGLLYKALTDLLCTPEVSQELYDLNVELSKVSLTPDFSACRAYWKTTLSAEQNAHMEAVLQRSAAHMSLISYWQSQTLDPGMKETTLYKMISGTLMPHNPAAPQSRPQAPVCVGSIMRRSTSRLWSTKGGKIKGSGAWCGRGRWLS*MWAAAGGLWRSRAGLRALFRSRDAALFPGCERGLHCSAVSCKNWLKKFASKTKKKVW.... Protein 2 (ENSG00000197275) has sequence MRRSAAPSQLQGNSFKKPKFIPPGRSNPGLNEEITKLNPDIKLFEGVAINNTFLPSQNDLRICSLNLPSEESTREINNRDNCSGKYCFEAPTLATLDPPHTVQTWMRRHRLVPVHYR*MRRSAAPSQLQGNSFKKPKFIPPGRSNPGLNEEITKLNPDIKLFEGVAINNTFLPSQNDLRICSLNLPSEESTREINNRDNCSGKYCFEAPTLATLDPPHTVHSAPKEVAVSKEQEEKSDSLVKYFSVVWCKPSKKKHKKWEGDAVLIVKGKSFILKNLEGKDIGRGIGYKFKELEKIEEGQ.... (4) Protein 1 (ENSG00000179008) has sequence MNDSLFVSLDRLLLEFVFQYEQDISTKEEMIQRINKCCEDIKENKVTICRIHETINATDEEIDHYCKHSEEIKDNCRNWKPTCDVFRKHEDYMQDQFTVYQGTVEKDKEMYHDYICQYKEVLKQYQLKYSETPFSREYYEKKREHEEIQSRVLACTEQLKMNETIFMKFRVPAPFPSLTKWTLNIVNLRCETQDILKHASNLTKSSSELKKEVDEMEIEINYLNQQISRHNETKALSETLEEKNKNTENRKELKERIFGKDEHVLTLNKTQSSQLFLPYESQKLVRPIKMHSSEPRVADI.... Protein 2 (ENSG00000164181) has sequence MAFSDLTSRTVHLYDNWIKDADPRVEDWLLMSSPLPQTILLGFYVYFVTSLGPKLMENRKPFELKKAMITYNFFIVLFSVYMCYEFVMSGWGIGYSFRCDIVDYSRSPTALRMARTCWLYYFSKFIELLDTIFFVLRKKNSQVTFLHVFHHTIMPWTWWFGVKFAAGGLGTFHALLNTAVHVVMYSYYGLSALGPAYQKYLWWKKYLTSLQLVQFVIVAIHISQFFFMEDCKYQFPVFACIIMSYSFMFLLLFLHFWYRAYTKGQRLPKTVKNGTCKNKDN*MEKPINILYPRVEDWLLM.... Result: 0 (the proteins do not interact).